The task is: Regression. Given a peptide amino acid sequence and an MHC pseudo amino acid sequence, predict their binding affinity value. This is MHC class II binding data.. This data is from Peptide-MHC class II binding affinity with 134,281 pairs from IEDB. (1) The peptide sequence is MLLRKYGIAAENVID. The MHC is HLA-DQA10501-DQB10301 with pseudo-sequence HLA-DQA10501-DQB10301. The binding affinity (normalized) is 0.517. (2) The binding affinity (normalized) is 0.386. The peptide sequence is ENGSMRVFVDVIRALD. The MHC is DRB1_0701 with pseudo-sequence DRB1_0701. (3) The peptide sequence is ETALKKAITAMSE. The MHC is DRB1_0802 with pseudo-sequence DRB1_0802. The binding affinity (normalized) is 0.662.